Dataset: Full USPTO retrosynthesis dataset with 1.9M reactions from patents (1976-2016). Task: Predict the reactants needed to synthesize the given product. Given the product [CH2:8]([O:7][C:6]([C:3]1[CH:4]=[CH:5][NH:1][CH:2]=1)=[O:20])[CH3:13], predict the reactants needed to synthesize it. The reactants are: [NH:1]1[CH:5]=[CH:4][CH:3]=[CH:2]1.[CH3:6][O:7][C:8]1[CH:13]=CC(B(O)O)=CC=1.[Li+].[Cl-].C([O-])([O-])=[O:20].[Na+].[Na+].